Dataset: Reaction yield outcomes from USPTO patents with 853,638 reactions. Task: Predict the reaction yield, written as a fraction of the theoretical maximum amount of product (1.0 means a 100% yield; for example, 0.34 means a 34% yield). (1) The reactants are [CH3:1][O:2][C:3]1[CH:12]=[C:11]([CH3:13])[C:10]2[NH:9][C:8](=[O:14])[C:7]3[S:15][CH:16]=[CH:17][C:6]=3[C:5]=2[C:4]=1[C:18]1[CH:23]=[CH:22][C:21]([CH:24]2[CH2:29][CH2:28][CH2:27][N:26](C(OC(C)(C)C)=O)[CH2:25]2)=[CH:20][CH:19]=1.[ClH:37]. The catalyst is CCOCC. The product is [ClH:37].[CH3:1][O:2][C:3]1[CH:12]=[C:11]([CH3:13])[C:10]2[NH:9][C:8](=[O:14])[C:7]3[S:15][CH:16]=[CH:17][C:6]=3[C:5]=2[C:4]=1[C:18]1[CH:19]=[CH:20][C:21]([CH:24]2[CH2:29][CH2:28][CH2:27][NH:26][CH2:25]2)=[CH:22][CH:23]=1. The yield is 0.770. (2) The reactants are [C:1]([O:9][C@@H:10]1[C@H:14]([CH2:15][O:16][C:17](=[O:24])[C:18]2[CH:23]=[CH:22][CH:21]=[CH:20][CH:19]=2)[O:13][C@H:12]([N:25]2[CH:33]=[N:32][C:31]3[C:26]2=[N:27][CH:28]=[N:29][C:30]=3[NH2:34])[CH2:11]1)(=[O:8])[C:2]1[CH:7]=[CH:6][CH:5]=[CH:4][CH:3]=1.[CH3:35][O:36][C:37]1[CH:56]=[CH:55][C:40]([C:41](Cl)([C:48]2[CH:53]=[CH:52][CH:51]=[CH:50][CH:49]=2)[C:42]2[CH:47]=[CH:46][CH:45]=[CH:44][CH:43]=2)=[CH:39][CH:38]=1.CO. The catalyst is N1C=CC=CC=1. The product is [CH3:35][O:36][C:37]1[CH:56]=[CH:55][C:40]([C:41]([NH:34][C:30]2[N:29]=[CH:28][N:27]=[C:26]3[C:31]=2[N:32]=[CH:33][N:25]3[C@H:12]2[O:13][C@@H:14]([CH2:15][O:16][C:17](=[O:24])[C:18]3[CH:23]=[CH:22][CH:21]=[CH:20][CH:19]=3)[C@@H:10]([O:9][C:1](=[O:8])[C:2]3[CH:3]=[CH:4][CH:5]=[CH:6][CH:7]=3)[CH2:11]2)([C:42]2[CH:43]=[CH:44][CH:45]=[CH:46][CH:47]=2)[C:48]2[CH:53]=[CH:52][CH:51]=[CH:50][CH:49]=2)=[CH:39][CH:38]=1. The yield is 0.720. (3) The reactants are [CH2:1]([N:8]([CH2:16][CH2:17][N:18]1[C:27]2[C:22]([C:23](=[O:29])[NH:24][C:25](=[O:28])[N:26]=2)=[N:21][C:20]2[CH:30]=[C:31]([CH3:35])[C:32]([CH3:34])=[CH:33][C:19]1=2)C(=O)OC(C)(C)C)[C:2]1[CH:7]=[CH:6][CH:5]=[CH:4][CH:3]=1.[C:36]([OH:42])([C:38]([F:41])([F:40])[F:39])=[O:37]. The catalyst is C(Cl)Cl. The product is [F:39][C:38]([F:41])([F:40])[C:36]([OH:42])=[O:37].[CH2:1]([NH:8][CH2:16][CH2:17][N:18]1[C:27]2[C:22]([C:23](=[O:29])[NH:24][C:25](=[O:28])[N:26]=2)=[N:21][C:20]2[CH:30]=[C:31]([CH3:35])[C:32]([CH3:34])=[CH:33][C:19]1=2)[C:2]1[CH:3]=[CH:4][CH:5]=[CH:6][CH:7]=1. The yield is 0.650. (4) The reactants are [Cl:1]([OH:5])(=[O:4])(=[O:3])=[O:2].[F:6][C:7]1[CH:12]=[CH:11][C:10]([C@@H:13]([N:15]2[CH2:20][CH2:19][CH2:18]/[C:17](=[CH:21]\[C:22]3[CH:27]=[CH:26][C:25]([N:28]4[CH:32]=[C:31]([CH3:33])[N:30]=[CH:29]4)=[C:24]([O:34][CH3:35])[CH:23]=3)/[C:16]2=[O:36])[CH3:14])=[CH:9][CH:8]=1. The catalyst is C(OCC)(=O)C. The product is [Cl:1]([OH:5])(=[O:4])(=[O:3])=[O:2].[F:6][C:7]1[CH:12]=[CH:11][C:10]([C@@H:13]([N:15]2[CH2:20][CH2:19][CH2:18]/[C:17](=[CH:21]\[C:22]3[CH:27]=[CH:26][C:25]([N:28]4[CH:32]=[C:31]([CH3:33])[N:30]=[CH:29]4)=[C:24]([O:34][CH3:35])[CH:23]=3)/[C:16]2=[O:36])[CH3:14])=[CH:9][CH:8]=1. The yield is 0.983. (5) The reactants are [CH2:1]1[C:5]2([CH2:10][CH2:9][NH:8][CH2:7][CH2:6]2)[CH2:4][CH2:3][N:2]1[C:11]([O:13][C:14]([CH3:17])([CH3:16])[CH3:15])=[O:12].Br[C:19]1[CH:24]=[CH:23][CH:22]=[CH:21][N:20]=1.C1C=CC(P(C2C(C3C(P(C4C=CC=CC=4)C4C=CC=CC=4)=CC=C4C=3C=CC=C4)=C3C(C=CC=C3)=CC=2)C2C=CC=CC=2)=CC=1. The catalyst is C1(C)C=CC=CC=1.CC([O-])=O.CC([O-])=O.[Pd+2]. The product is [N:20]1[CH:21]=[CH:22][CH:23]=[CH:24][C:19]=1[N:8]1[CH2:7][CH2:6][C:5]2([CH2:1][N:2]([C:11]([O:13][C:14]([CH3:17])([CH3:16])[CH3:15])=[O:12])[CH2:3][CH2:4]2)[CH2:10][CH2:9]1. The yield is 0.690.